Dataset: CYP2C9 inhibition data for predicting drug metabolism from PubChem BioAssay. Task: Regression/Classification. Given a drug SMILES string, predict its absorption, distribution, metabolism, or excretion properties. Task type varies by dataset: regression for continuous measurements (e.g., permeability, clearance, half-life) or binary classification for categorical outcomes (e.g., BBB penetration, CYP inhibition). Dataset: cyp2c9_veith. (1) The drug is COc1ccc(C)cc1NC(=O)CN1CCN(S(=O)(=O)c2ccc(F)cc2)CC1. The result is 1 (inhibitor). (2) The compound is c1ccc(C(c2ccccc2)N2CCCC3(CCNCC3)C2)cc1. The result is 0 (non-inhibitor). (3) The molecule is COc1cc(NC(=O)c2ccco2)c(C(=O)O)cc1OC. The result is 0 (non-inhibitor). (4) The molecule is Cc1sc(NC(=O)C2CCCCC2C(=O)O)c(C(N)=O)c1C. The result is 0 (non-inhibitor). (5) The drug is C=CCNC(=O)C1CCN(S(=O)(=O)CC)CC1. The result is 0 (non-inhibitor). (6) The molecule is CN(c1ccc(C(=O)NCc2ccccn2)cc1)S(C)(=O)=O. The result is 0 (non-inhibitor).